This data is from Full USPTO retrosynthesis dataset with 1.9M reactions from patents (1976-2016). The task is: Predict the reactants needed to synthesize the given product. (1) Given the product [CH:26]1([C:29]2[NH:33][N:32]=[C:31]([NH:34][C:2]3[C:11]4[NH:12][N:13]=[CH:14][C:10]=4[C:9]4[CH:8]=[C:7]([O:24][CH3:25])[CH:6]=[CH:5][C:4]=4[N:3]=3)[CH:30]=2)[CH2:28][CH2:27]1, predict the reactants needed to synthesize it. The reactants are: Cl[C:2]1[C:11]2=[N:12][N:13](CC3C=CC(OC)=CC=3)[CH:14]=[C:10]2[C:9]2[CH:8]=[C:7]([O:24][CH3:25])[CH:6]=[CH:5][C:4]=2[N:3]=1.[CH:26]1([C:29]2[NH:33][N:32]=[C:31]([NH2:34])[CH:30]=2)[CH2:28][CH2:27]1.Cl. (2) Given the product [Cl:1][C:2]1[CH:7]=[CH:6][C:5]([C@@:8]2([CH3:38])[C@:12]([C:14]3[CH:15]=[CH:16][C:17]([Cl:20])=[CH:18][CH:19]=3)([CH3:13])[N:11]([C:21]([N:42]3[CH2:43][CH2:44][N:39]([CH2:45][CH2:46][OH:47])[CH2:40][CH2:41]3)=[O:22])[C:10]([C:24]3[CH:29]=[CH:28][C:27]([C:30]([CH3:31])([CH3:32])[C:33]#[N:34])=[CH:26][C:25]=3[O:35][CH2:36][CH3:37])=[N:9]2)=[CH:4][CH:3]=1, predict the reactants needed to synthesize it. The reactants are: [Cl:1][C:2]1[CH:7]=[CH:6][C:5]([C:8]2([CH3:38])[C:12]([C:14]3[CH:19]=[CH:18][C:17]([Cl:20])=[CH:16][CH:15]=3)([CH3:13])[N:11]([C:21](Cl)=[O:22])[C:10]([C:24]3[CH:29]=[CH:28][C:27]([C:30]([C:33]#[N:34])([CH3:32])[CH3:31])=[CH:26][C:25]=3[O:35][CH2:36][CH3:37])=[N:9]2)=[CH:4][CH:3]=1.[N:39]1([CH2:45][CH2:46][OH:47])[CH2:44][CH2:43][NH:42][CH2:41][CH2:40]1. (3) Given the product [OH:17][CH:1]([C:3]1[C:12]2[C:7](=[CH:8][C:9]([O:13][CH3:14])=[CH:10][CH:11]=2)[O:6][C:5](=[O:15])[CH:4]=1)[CH3:2], predict the reactants needed to synthesize it. The reactants are: [CH2:1]([C:3]1[C:12]2[C:7](=[CH:8][C:9]([O:13][CH3:14])=[CH:10][CH:11]=2)[O:6][C:5](=[O:15])[CH:4]=1)[CH3:2].[Se](=O)=[O:17]. (4) Given the product [N+:23]([C:15]1[CH:16]=[CH:17][C:18]([C:19]2[N:26]=[CH:27][N:8]([C:7]3[CH:9]=[CH:10][C:4]([O:3][C:2]([F:11])([F:12])[F:1])=[CH:5][CH:6]=3)[CH:21]=2)=[CH:13][CH:14]=1)([O-:25])=[O:24], predict the reactants needed to synthesize it. The reactants are: [F:1][C:2]([F:12])([F:11])[O:3][C:4]1[CH:10]=[CH:9][C:7]([NH2:8])=[CH:6][CH:5]=1.[CH:13]1[C:18]([C:19]([CH2:21]Br)=O)=[CH:17][CH:16]=[C:15]([N+:23]([O-:25])=[O:24])[CH:14]=1.[NH:26]1C=CN=[CH:27]1. (5) Given the product [CH:1]([N:3]1[CH2:9][C:8]2[CH:10]=[CH:11][C:12]([C:14]([NH:21][OH:22])=[O:15])=[CH:13][C:7]=2[O:6][C@H:5]([CH:18]([CH3:20])[CH3:19])[CH2:4]1)=[O:2], predict the reactants needed to synthesize it. The reactants are: [CH:1]([N:3]1[CH2:9][C:8]2[CH:10]=[CH:11][C:12]([C:14](OC)=[O:15])=[CH:13][C:7]=2[O:6][C@H:5]([CH:18]([CH3:20])[CH3:19])[CH2:4]1)=[O:2].[NH2:21][OH:22].[OH-].[Na+]. (6) Given the product [OH:39][C:26]1[C:25](=[O:24])[N:14]([C:15]2[N:16]=[N:17][C:18]([CH3:21])=[CH:19][CH:20]=2)[CH:8]([C:7]2[CH:10]=[CH:11][C:4]([O:3][C:2]([F:13])([F:12])[F:1])=[CH:5][CH:6]=2)[C:27]=1[C:28](=[O:29])[C:30]1[CH:35]=[CH:34][C:33]([CH:36]([CH3:38])[CH3:37])=[CH:32][CH:31]=1, predict the reactants needed to synthesize it. The reactants are: [F:1][C:2]([F:13])([F:12])[O:3][C:4]1[CH:11]=[CH:10][C:7]([CH:8]=O)=[CH:6][CH:5]=1.[NH2:14][C:15]1[N:16]=[N:17][C:18]([CH3:21])=[CH:19][CH:20]=1.C([O:24][C:25](=O)[C:26]([OH:39])=[CH:27][C:28]([C:30]1[CH:35]=[CH:34][C:33]([CH:36]([CH3:38])[CH3:37])=[CH:32][CH:31]=1)=[O:29])C. (7) Given the product [CH2:2]([N:4]1[C:5]2[CH:10]=[C:9]([CH:11]([CH3:13])[CH3:12])[N:8]=[CH:7][C:6]=2[N:14]=[C:28]1[CH2:29][N:30]1[CH:34]=[CH:33][N:32]=[C:31]1[C:35]1[S:36][CH:37]=[CH:38][N:39]=1)[CH3:3], predict the reactants needed to synthesize it. The reactants are: Cl.[CH2:2]([NH:4][C:5]1[CH:10]=[C:9]([CH:11]([CH3:13])[CH3:12])[N:8]=[CH:7][C:6]=1[NH2:14])[CH3:3].C[Al](C)C.C1(C)C=CC=CC=1.CO[C:28](=O)[CH2:29][N:30]1[CH:34]=[CH:33][N:32]=[C:31]1[C:35]1[S:36][CH:37]=[CH:38][N:39]=1. (8) Given the product [C:8]([C:7]1[C:2]([N:11]([CH3:10])[S:12]([CH3:15])(=[O:14])=[O:13])=[N:3][CH:4]=[CH:5][CH:6]=1)#[N:9], predict the reactants needed to synthesize it. The reactants are: Cl[C:2]1[C:7]([C:8]#[N:9])=[CH:6][CH:5]=[CH:4][N:3]=1.[CH3:10][NH:11][S:12]([CH3:15])(=[O:14])=[O:13].C([O-])([O-])=O.[Cs+].[Cs+]. (9) Given the product [C:12]([O:9][C:8]([C:5]1[C:4]([CH3:11])=[CH:3][C:2]([Br:1])=[CH:7][N:6]=1)=[O:10])([CH3:15])([CH3:14])[CH3:13], predict the reactants needed to synthesize it. The reactants are: [Br:1][C:2]1[CH:3]=[C:4]([CH3:11])[C:5]([C:8]([OH:10])=[O:9])=[N:6][CH:7]=1.[C:12](OC(OC(O[C:12]([CH3:15])([CH3:14])[CH3:13])=O)=O)([CH3:15])([CH3:14])[CH3:13].C(=O)=O.C([O-])(O)=O.[Na+]. (10) Given the product [NH:1]1[C:9]2[C:4](=[CH:5][CH:6]=[CH:7][CH:8]=2)[C:3]([C:10](=[CH:15][C:16]2[CH:21]=[CH:20][CH:19]=[CH:18][CH:17]=2)[C:11]#[N:12])=[CH:2]1, predict the reactants needed to synthesize it. The reactants are: [NH:1]1[C:9]2[C:4](=[CH:5][CH:6]=[CH:7][CH:8]=2)[C:3]([CH2:10][C:11]#[N:12])=[CH:2]1.CO.[CH:15](=O)[C:16]1[CH:21]=[CH:20][CH:19]=[CH:18][CH:17]=1.C[O-].[Na+].